This data is from Reaction yield outcomes from USPTO patents with 853,638 reactions. The task is: Predict the reaction yield, written as a fraction of the theoretical maximum amount of product (1.0 means a 100% yield; for example, 0.34 means a 34% yield). (1) The catalyst is ClCCl. The reactants are C([NH:5][S:6]([C:9]1[S:10][C:11]([C:14]2[N:15]=[CH:16][N:17]([C:19]3[N:24]=[C:23]([C:25]4[CH:30]=[CH:29][C:28]([F:31])=[C:27]([F:32])[CH:26]=4)[CH:22]=[C:21]([C:33]([F:36])([F:35])[F:34])[N:20]=3)[CH:18]=2)=[CH:12][CH:13]=1)(=[O:8])=[O:7])(C)(C)C.C(O)(C(F)(F)F)=O. The product is [F:32][C:27]1[CH:26]=[C:25]([C:23]2[CH:22]=[C:21]([C:33]([F:35])([F:34])[F:36])[N:20]=[C:19]([N:17]3[CH:18]=[C:14]([C:11]4[S:10][C:9]([S:6]([NH2:5])(=[O:8])=[O:7])=[CH:13][CH:12]=4)[N:15]=[CH:16]3)[N:24]=2)[CH:30]=[CH:29][C:28]=1[F:31]. The yield is 0.460. (2) The product is [CH2:18]([C:15]1[CH:16]=[CH:17][N:12]=[CH:13][CH:14]=1)[CH2:1][CH2:2][CH3:3]. The catalyst is C1COCC1. The yield is 0.920. The reactants are [CH3:1][C:2](C)([O-])[CH3:3].[K+].[Br-].C([PH3+])CC.[N:12]1[CH:17]=[CH:16][C:15]([CH:18]=O)=[CH:14][CH:13]=1.O. (3) The reactants are [BH4-].[Na+].[CH2:3]([O:5][C:6]1[CH:7]=[C:8]([C:15]2[S:16][CH:17]=[C:18]([CH2:20][CH2:21][C:22]([C:24]3[CH:29]=[CH:28][CH:27]=[CH:26][C:25]=3[O:30][CH3:31])=[O:23])[N:19]=2)[CH:9]=[CH:10][C:11]=1[O:12][CH2:13][CH3:14])[CH3:4].[Cl-].[NH4+]. The catalyst is C1COCC1.CO. The product is [CH2:3]([O:5][C:6]1[CH:7]=[C:8]([C:15]2[S:16][CH:17]=[C:18]([CH2:20][CH2:21][CH:22]([C:24]3[CH:29]=[CH:28][CH:27]=[CH:26][C:25]=3[O:30][CH3:31])[OH:23])[N:19]=2)[CH:9]=[CH:10][C:11]=1[O:12][CH2:13][CH3:14])[CH3:4]. The yield is 0.730. (4) The reactants are Br[C:2]1[CH:3]=[CH:4][C:5]([Cl:8])=[N:6][CH:7]=1.[Si:9]([O:16][CH2:17][CH:18]1[CH2:23][CH2:22][NH:21][CH2:20][CH2:19]1)([C:12]([CH3:15])([CH3:14])[CH3:13])([CH3:11])[CH3:10].C1(P(C2C=CC=CC=2)C2C3OC4C(=CC=CC=4P(C4C=CC=CC=4)C4C=CC=CC=4)C(C)(C)C=3C=CC=2)C=CC=CC=1.CC(C)([O-])C.[Na+]. The catalyst is O1CCOCC1.C(OCC)(=O)C.C1C=CC(/C=C/C(/C=C/C2C=CC=CC=2)=O)=CC=1.C1C=CC(/C=C/C(/C=C/C2C=CC=CC=2)=O)=CC=1.C1C=CC(/C=C/C(/C=C/C2C=CC=CC=2)=O)=CC=1.[Pd].[Pd]. The product is [Si:9]([O:16][CH2:17][CH:18]1[CH2:19][CH2:20][N:21]([C:2]2[CH:3]=[CH:4][C:5]([Cl:8])=[N:6][CH:7]=2)[CH2:22][CH2:23]1)([C:12]([CH3:15])([CH3:14])[CH3:13])([CH3:11])[CH3:10]. The yield is 0.0900. (5) The reactants are CS(O[CH2:6][CH2:7][CH2:8][C:9]1[CH:14]=[CH:13][C:12]([C:15]2[CH:20]=[CH:19][CH:18]=[C:17]([N:21]3[C:26]4[N:27]=[CH:28][C:29]([F:31])=[CH:30][C:25]=4[C:24](=[O:32])[N:23]([C@H:33]4[CH2:38][CH2:37][C@@H:36]([NH:39][C:40]([C:42]5[N:43]=[C:44]6[CH:49]=[CH:48][C:47]([F:50])=[CH:46][N:45]6[CH:51]=5)=[O:41])[CH2:35][CH2:34]4)[C:22]3=[O:52])[CH:16]=2)=[CH:11][CH:10]=1)(=O)=O.[CH:53]([NH2:56])([CH3:55])[CH3:54].C(=O)([O-])[O-].[K+].[K+].O. The catalyst is C(#N)C. The product is [F:50][C:47]1[CH:48]=[CH:49][C:44]2[N:45]([CH:51]=[C:42]([C:40]([NH:39][C@H:36]3[CH2:37][CH2:38][C@@H:33]([N:23]4[C:24](=[O:32])[C:25]5[CH:30]=[C:29]([F:31])[CH:28]=[N:27][C:26]=5[N:21]([C:17]5[CH:16]=[C:15]([C:12]6[CH:11]=[CH:10][C:9]([CH2:8][CH2:7][CH2:6][NH:56][CH:53]([CH3:55])[CH3:54])=[CH:14][CH:13]=6)[CH:20]=[CH:19][CH:18]=5)[C:22]4=[O:52])[CH2:34][CH2:35]3)=[O:41])[N:43]=2)[CH:46]=1. The yield is 0.0500. (6) The reactants are [CH3:1][C:2]1[CH:6]=[C:5]([NH:7][S:8]([C:11]2[CH:16]=[CH:15][C:14](Br)=[CH:13][CH:12]=2)(=[O:10])=[O:9])[O:4][N:3]=1.[CH3:18][O:19][C:20]1[CH:21]=[C:22](B(O)O)[CH:23]=[CH:24][CH:25]=1. No catalyst specified. The product is [CH3:1][C:2]1[CH:6]=[C:5]([NH:7][S:8]([C:11]2[CH:16]=[CH:15][C:14]([C:24]3[CH:23]=[CH:22][CH:21]=[C:20]([O:19][CH3:18])[CH:25]=3)=[CH:13][CH:12]=2)(=[O:10])=[O:9])[O:4][N:3]=1. The yield is 0.770.